From a dataset of Catalyst prediction with 721,799 reactions and 888 catalyst types from USPTO. Predict which catalyst facilitates the given reaction. Reactant: [Cl:1][C:2]1[CH:3]=[CH:4][C:5]([O:20][CH2:21][C@H:22]2[CH2:26][O:25]C(C)(C)[O:23]2)=[C:6]([NH:8][C:9]([C:11]2[CH:12]=[N:13][N:14]3[CH:19]=[CH:18][CH:17]=[N:16][C:15]=23)=[O:10])[CH:7]=1.Cl. Product: [Cl:1][C:2]1[CH:3]=[CH:4][C:5]([O:20][CH2:21][C@H:22]([OH:23])[CH2:26][OH:25])=[C:6]([NH:8][C:9]([C:11]2[CH:12]=[N:13][N:14]3[CH:19]=[CH:18][CH:17]=[N:16][C:15]=23)=[O:10])[CH:7]=1. The catalyst class is: 7.